This data is from Experimentally validated miRNA-target interactions with 360,000+ pairs, plus equal number of negative samples. The task is: Binary Classification. Given a miRNA mature sequence and a target amino acid sequence, predict their likelihood of interaction. The protein sequence of the target gene is MEISRLAQSKRNIISLNMDLERDTQRIDEANQKLLLKIQEREDKIQRLESEIIQTRGLVEDEEWEKENRTTMERERALQELEEETARLERKNKTLVHSITELQQKLTRKSQKITNCEQSSPDGALEETKVKLQQLEASYACQEKELLKVMKEYAFVTQLCEDQALYIKKYQETLKKIEEELEALFLEREVSKLVSMNPVEKEHTSQNNEGTPTQKTARLFSKKIFCCLFFITLFFIRLLSYMFFHVRFINPDLLVNVLPKVLGRSTLWKLRCFFFPSLTLETEDMLPH. Result: 0 (no interaction). The miRNA is mmu-miR-3095-5p with sequence AAGCUUUCUCAUCUGUGACACU.